Dataset: Reaction yield outcomes from USPTO patents with 853,638 reactions. Task: Predict the reaction yield, written as a fraction of the theoretical maximum amount of product (1.0 means a 100% yield; for example, 0.34 means a 34% yield). (1) The reactants are [Br:1][C:2]1[N:7]=[C:6]([CH3:8])[C:5]([NH2:9])=[C:4]([CH3:10])[CH:3]=1.N1C=CC=CC=1.[CH3:17][C:18]1[CH:22]=[CH:21][O:20][C:19]=1[C:23](Cl)=[O:24].O. The catalyst is C(Cl)Cl. The product is [Br:1][C:2]1[N:7]=[C:6]([CH3:8])[C:5]([NH:9][C:23]([C:19]2[O:20][CH:21]=[CH:22][C:18]=2[CH3:17])=[O:24])=[C:4]([CH3:10])[CH:3]=1. The yield is 0.570. (2) The reactants are [OH:1][C:2]1[CH:3]=[C:4]([CH:8]=[CH:9][C:10]=1[OH:11])[C:5]([OH:7])=O.CCN=C=NCCCN(C)C.CCN(C(C)C)C(C)C.C1C=CC2N(O)N=NC=2C=1.[NH2:42][CH2:43][CH2:44][CH2:45][CH2:46][NH:47][C:48](=[O:74])[CH2:49][C@@H:50]1[N:56]=[C:55]([C:57]2[CH:62]=[CH:61][C:60]([Cl:63])=[CH:59][CH:58]=2)[C:54]2[CH:64]=[C:65]([O:68][CH3:69])[CH:66]=[CH:67][C:53]=2[N:52]2[C:70]([CH3:73])=[N:71][N:72]=[C:51]12. The catalyst is CN(C=O)C. The product is [Cl:63][C:60]1[CH:61]=[CH:62][C:57]([C:55]2[C:54]3[CH:64]=[C:65]([O:68][CH3:69])[CH:66]=[CH:67][C:53]=3[N:52]3[C:70]([CH3:73])=[N:71][N:72]=[C:51]3[C@H:50]([CH2:49][C:48]([NH:47][CH2:46][CH2:45][CH2:44][CH2:43][NH:42][C:5](=[O:7])[C:4]3[CH:8]=[CH:9][C:10]([OH:11])=[C:2]([OH:1])[CH:3]=3)=[O:74])[N:56]=2)=[CH:58][CH:59]=1. The yield is 0.310. (3) The reactants are [C:1](Cl)(=[O:3])[CH3:2].[N+:5]([C:8]1[CH:9]=[CH:10][C:11]2[O:16][CH2:15][CH2:14][NH:13][C:12]=2[CH:17]=1)([O-:7])=[O:6].C([O-])(O)=O.[Na+]. The catalyst is C(Cl)Cl. The product is [C:1]([N:13]1[C:12]2[CH:17]=[C:8]([N+:5]([O-:7])=[O:6])[CH:9]=[CH:10][C:11]=2[O:16][CH2:15][CH2:14]1)(=[O:3])[CH3:2]. The yield is 0.900. (4) The reactants are [F:1][C:2]([F:13])([F:12])[C:3]1[C:8](C(O)=O)=[CH:7][N:6]=[CH:5][CH:4]=1.Cl.[CH3:15][O:16][C:17](=[O:39])[C@H:18]([CH2:35][CH2:36][S:37][CH3:38])[NH:19][C:20](=[O:34])[C:21]1[CH:26]=[CH:25][C:24]([NH2:27])=[CH:23][C:22]=1[C:28]1[CH:33]=[CH:32][CH:31]=[CH:30][CH:29]=1.ON1[C:46](=[O:47])C2C=CC=CC=2N=N1.CN(C)CCCN=C=NCC.C1C[O:66]CC1. The catalyst is C(OCC)(=O)C. The product is [CH3:15][O:16][C:17](=[O:39])[C@H:18]([CH2:35][CH2:36][S:37][CH3:38])[NH:19][C:20](=[O:34])[C:21]1[CH:26]=[CH:25][C:24]([N:27]([C:8]2[CH:7]=[N:6][CH:5]=[CH:4][C:3]=2[C:2]([F:1])([F:12])[F:13])[C:46]([OH:47])=[O:66])=[CH:23][C:22]=1[C:28]1[CH:29]=[CH:30][CH:31]=[CH:32][CH:33]=1. The yield is 0.570. (5) The yield is 0.420. The catalyst is C1(C)C=CC=CC=1.C(Cl)Cl. The reactants are [CH3:1][O:2][C:3]([C:5]1[S:6][C:7]([C:14]#[C:15][C:16]([CH3:19])([CH3:18])[CH3:17])=[CH:8][C:9]=1[NH:10][CH:11]1[CH2:13][CH2:12]1)=[O:4].N1C=CC=CC=1.[CH3:26][C@H:27]1[CH2:32][CH2:31][C@H:30]([C:33](Cl)=[O:34])[CH2:29][CH2:28]1.CO. The product is [CH3:1][O:2][C:3]([C:5]1[S:6][C:7]([C:14]#[C:15][C:16]([CH3:19])([CH3:18])[CH3:17])=[CH:8][C:9]=1[N:10]([CH:11]1[CH2:13][CH2:12]1)[C:33]([C@H:30]1[CH2:31][CH2:32][C@H:27]([CH3:26])[CH2:28][CH2:29]1)=[O:34])=[O:4].